Dataset: Full USPTO retrosynthesis dataset with 1.9M reactions from patents (1976-2016). Task: Predict the reactants needed to synthesize the given product. Given the product [Cl:1][C:2]1[CH:3]=[CH:4][C:5]2[O:10][C:9](=[O:11])[N:8]([CH2:29][CH2:28][CH2:27][CH2:26][CH2:25][CH2:24][CH2:23][CH2:22][CH2:21][CH2:20][Br:19])[C:7](=[O:12])[C:6]=2[CH:13]=1, predict the reactants needed to synthesize it. The reactants are: [Cl:1][C:2]1[CH:3]=[CH:4][C:5]2[O:10][C:9](=[O:11])[NH:8][C:7](=[O:12])[C:6]=2[CH:13]=1.CN(C=O)C.[Br:19][CH2:20][CH2:21][CH2:22][CH2:23][CH2:24][CH2:25][CH2:26][CH2:27][CH2:28][CH2:29]Br.C(N(C(C)C)CC)(C)C.